This data is from Reaction yield outcomes from USPTO patents with 853,638 reactions. The task is: Predict the reaction yield, written as a fraction of the theoretical maximum amount of product (1.0 means a 100% yield; for example, 0.34 means a 34% yield). (1) The reactants are [OH:1][C:2]1[CH:3]=[C:4]([C:8]2[C:16]3[C:11](=[CH:12][CH:13]=[C:14]([C:17]#[N:18])[CH:15]=3)[N:10](C3CCCCO3)[N:9]=2)[CH:5]=[CH:6][CH:7]=1.C1(P(C2C=CC=CC=2)C2C=CC=CC=2)C=CC=CC=1.O[CH2:45][CH2:46][N:47]1[CH2:52][CH2:51][O:50][CH2:49][CH2:48]1.N(C(OCC)=O)=NC(OCC)=O.[N:65]([Sn](CCCC)(CCCC)CCCC)=[N+:66]=[N-:67]. The catalyst is CCOC(C)=O.C1(C)C=CC=CC=1.C1COCC1. The product is [NH:18]1[C:17]([C:14]2[CH:15]=[C:16]3[C:11](=[CH:12][CH:13]=2)[NH:10][N:9]=[C:8]3[C:4]2[CH:5]=[CH:6][CH:7]=[C:2]([O:1][CH2:45][CH2:46][N:47]3[CH2:52][CH2:51][O:50][CH2:49][CH2:48]3)[CH:3]=2)=[N:67][N:66]=[N:65]1. The yield is 0.0882. (2) The reactants are [N+:1]([CH2:4][C:5]([O:7][CH2:8][CH3:9])=[O:6])([O-:3])=O.[CH2:10]=[CH:11][C:12]1[CH:17]=[CH:16][CH:15]=[CH:14][CH:13]=1.N12CCN(CC1)CC2. The catalyst is C(O)C. The product is [C:12]1([CH:11]2[O:3][N:1]=[C:4]([C:5]([O:7][CH2:8][CH3:9])=[O:6])[CH2:10]2)[CH:17]=[CH:16][CH:15]=[CH:14][CH:13]=1. The yield is 0.250.